This data is from Peptide-MHC class II binding affinity with 134,281 pairs from IEDB. The task is: Regression. Given a peptide amino acid sequence and an MHC pseudo amino acid sequence, predict their binding affinity value. This is MHC class II binding data. (1) The peptide sequence is ISNMLSIINKRKKTS. The MHC is DRB1_1302 with pseudo-sequence DRB1_1302. The binding affinity (normalized) is 0.603. (2) The peptide sequence is ALFHEVAKLDVVKLL. The MHC is DRB1_1501 with pseudo-sequence DRB1_1501. The binding affinity (normalized) is 0.410. (3) The peptide sequence is PLSVASMTSPLLTWD. The MHC is HLA-DPA10301-DPB10402 with pseudo-sequence HLA-DPA10301-DPB10402. The binding affinity (normalized) is 0.287. (4) The peptide sequence is FKAAVAAAANAPPAD. The MHC is HLA-DQA10501-DQB10201 with pseudo-sequence HLA-DQA10501-DQB10201. The binding affinity (normalized) is 0.177. (5) The peptide sequence is SSTVKLRQNEFGPAR. The MHC is DRB1_0301 with pseudo-sequence DRB1_0301. The binding affinity (normalized) is 0.0582. (6) The peptide sequence is FLRIVQCRSVEGSCG. The MHC is DRB1_0404 with pseudo-sequence DRB1_0404. The binding affinity (normalized) is 0.529. (7) The peptide sequence is TVLAFPAGVCPTIGV. The MHC is DRB1_1201 with pseudo-sequence DRB1_1201. The binding affinity (normalized) is 0.221. (8) The peptide sequence is PDNVKPIYIVTPTNA. The MHC is DRB1_0401 with pseudo-sequence DRB1_0401. The binding affinity (normalized) is 0.166. (9) The peptide sequence is IQYVNYWFAPGAGAA. The MHC is DRB1_1602 with pseudo-sequence DRB1_1602. The binding affinity (normalized) is 0.420.